Dataset: Full USPTO retrosynthesis dataset with 1.9M reactions from patents (1976-2016). Task: Predict the reactants needed to synthesize the given product. Given the product [C:13]12([CH2:23][CH2:24][N:25]([CH3:26])[C:5]([N:37]([CH3:36])[CH2:38][CH2:39][CH2:40][C:41]3[CH:42]=[CH:43][N:44]=[CH:45][CH:46]=3)=[O:11])[CH2:20][CH:19]3[CH2:18][CH:17]([CH2:16][CH:15]([CH2:21]3)[CH2:14]1)[CH2:22]2, predict the reactants needed to synthesize it. The reactants are: ClC(Cl)(O[C:5](=[O:11])OC(Cl)(Cl)Cl)Cl.[C:13]12([CH2:23][CH2:24][NH:25][CH3:26])[CH2:22][CH:17]3[CH2:18][CH:19]([CH2:21][CH:15]([CH2:16]3)[CH2:14]1)[CH2:20]2.C(N(C(C)C)CC)(C)C.[CH3:36][NH:37][CH2:38][CH2:39][CH2:40][C:41]1[CH:46]=[CH:45][N:44]=[CH:43][CH:42]=1.